From a dataset of Reaction yield outcomes from USPTO patents with 853,638 reactions. Predict the reaction yield, written as a fraction of the theoretical maximum amount of product (1.0 means a 100% yield; for example, 0.34 means a 34% yield). The reactants are [F:1][C:2]1[CH:7]=[CH:6][C:5]([CH:8]([O:15][C:16]2[CH:33]=[CH:32][C:19]([C:20]([NH:22][C@@H:23]([CH2:28][CH2:29][S:30][CH3:31])[C:24]([O:26]C)=[O:25])=[O:21])=[C:18]([C:34]3[CH:39]=[CH:38][C:37]([F:40])=[CH:36][CH:35]=3)[CH:17]=2)[CH2:9][N:10]2[CH:14]=[CH:13][N:12]=[CH:11]2)=[CH:4][CH:3]=1.[OH-].[Na+]. The catalyst is CO. The product is [F:1][C:2]1[CH:7]=[CH:6][C:5]([CH:8]([O:15][C:16]2[CH:33]=[CH:32][C:19]([C:20]([NH:22][C@@H:23]([CH2:28][CH2:29][S:30][CH3:31])[C:24]([OH:26])=[O:25])=[O:21])=[C:18]([C:34]3[CH:35]=[CH:36][C:37]([F:40])=[CH:38][CH:39]=3)[CH:17]=2)[CH2:9][N:10]2[CH:14]=[CH:13][N:12]=[CH:11]2)=[CH:4][CH:3]=1. The yield is 0.420.